This data is from Full USPTO retrosynthesis dataset with 1.9M reactions from patents (1976-2016). The task is: Predict the reactants needed to synthesize the given product. Given the product [CH3:40][O:41][C:42]1[CH:43]=[C:44]2[C:49](=[CH:50][C:51]=1[O:52][CH3:53])[N:48]=[CH:47][CH:46]=[C:45]2[O:54][C:55]1[CH:61]=[CH:60][C:58]([NH:59][C:38]([NH:37][C:35](=[O:36])[CH2:34][CH2:33][C:27]2[CH:32]=[CH:31][CH:30]=[CH:29][CH:28]=2)=[S:39])=[CH:57][C:56]=1[F:62], predict the reactants needed to synthesize it. The reactants are: S(Cl)(Cl)=O.C1(CCC(O)=O)C=CC=CC=1.C1(CCC(Cl)=O)C=CC=CC=1.[C:27]1([CH2:33][CH2:34][C:35]([N:37]=[C:38]=[S:39])=[O:36])[CH:32]=[CH:31][CH:30]=[CH:29][CH:28]=1.[CH3:40][O:41][C:42]1[CH:43]=[C:44]2[C:49](=[CH:50][C:51]=1[O:52][CH3:53])[N:48]=[CH:47][CH:46]=[C:45]2[O:54][C:55]1[CH:61]=[CH:60][C:58]([NH2:59])=[CH:57][C:56]=1[F:62].